From a dataset of Full USPTO retrosynthesis dataset with 1.9M reactions from patents (1976-2016). Predict the reactants needed to synthesize the given product. (1) Given the product [C:1]([O:5][C:6]([N:8]1[CH2:12][CH:11]([O:13][CH2:14][C:15]2[CH:16]=[CH:17][CH:18]=[CH:19][CH:20]=2)[CH2:10][CH:9]1[CH2:21][OH:22])=[O:7])([CH3:4])([CH3:3])[CH3:2], predict the reactants needed to synthesize it. The reactants are: [C:1]([O:5][C:6]([N:8]1[CH2:12][CH:11]([O:13][CH2:14][C:15]2[CH:20]=[CH:19][CH:18]=[CH:17][CH:16]=2)[CH2:10][CH:9]1[C:21](O)=[O:22])=[O:7])([CH3:4])([CH3:3])[CH3:2].Cl.CCCCCC.C(OCC)(=O)C. (2) Given the product [Br:25][CH2:22][C:18]1[CH:17]=[C:16]([C:3]2[CH:4]=[CH:5][C:6]([O:8][CH2:9][CH2:10][CH2:11][S:12]([CH3:15])(=[O:14])=[O:13])=[CH:7][C:2]=2[CH3:1])[CH:21]=[CH:20][CH:19]=1, predict the reactants needed to synthesize it. The reactants are: [CH3:1][C:2]1[CH:7]=[C:6]([O:8][CH2:9][CH2:10][CH2:11][S:12]([CH3:15])(=[O:14])=[O:13])[CH:5]=[CH:4][C:3]=1[C:16]1[CH:21]=[CH:20][CH:19]=[C:18]([CH2:22]O)[CH:17]=1.P(Br)(Br)[Br:25].C([O-])(O)=O.[Na+]. (3) Given the product [CH3:1][CH:2]1[C:7](=[O:8])[N:6]([CH2:33][C:28]2[CH:29]=[CH:30][CH:31]=[CH:32][C:27]=2[NH:26][S:23]([C:22]([F:35])([F:21])[F:36])(=[O:25])=[O:24])[CH2:5][CH2:4][O:3]1, predict the reactants needed to synthesize it. The reactants are: [CH3:1][CH:2]1[C:7](=[O:8])[NH:6][CH2:5][CH2:4][O:3]1.O.C1(C)C=CC(S(O)(=O)=O)=CC=1.[F:21][C:22]([F:36])([F:35])[S:23]([NH:26][C:27]1[CH:32]=[CH:31][CH:30]=[CH:29][C:28]=1[CH2:33]O)(=[O:25])=[O:24].O. (4) Given the product [CH2:22]([O:21][C:19]([N:16]1[CH2:15][CH2:14][CH:13]([NH:12][C:2]2[S:3][C:4]3[CH:10]=[C:9]([Cl:11])[CH:8]=[CH:7][C:5]=3[N:6]=2)[CH2:18][CH2:17]1)=[O:20])[CH3:23], predict the reactants needed to synthesize it. The reactants are: Cl[C:2]1[S:3][C:4]2[CH:10]=[C:9]([Cl:11])[CH:8]=[CH:7][C:5]=2[N:6]=1.[NH2:12][CH:13]1[CH2:18][CH2:17][N:16]([C:19]([O:21][CH2:22][CH3:23])=[O:20])[CH2:15][CH2:14]1. (5) Given the product [Cl:1][C:2]1[CH:11]=[C:10]([O:12][CH2:13][C:14]2[O:18][C:17]([CH2:19][CH2:20][C:21]3[CH:26]=[CH:25][C:24]([C:27]([F:28])([F:30])[F:29])=[CH:23][CH:22]=3)=[N:16][C:15]=2[CH3:31])[CH:9]=[CH:8][C:3]=1[C:4]1[NH:5][C:38](=[O:44])[O:7][N:6]=1, predict the reactants needed to synthesize it. The reactants are: [Cl:1][C:2]1[CH:11]=[C:10]([O:12][CH2:13][C:14]2[O:18][C:17]([CH2:19][CH2:20][C:21]3[CH:26]=[CH:25][C:24]([C:27]([F:30])([F:29])[F:28])=[CH:23][CH:22]=3)=[N:16][C:15]=2[CH3:31])[CH:9]=[CH:8][C:3]=1[C:4]([NH:6][OH:7])=[NH:5].N1C=CC=CC=1.[C:38]1([O:44]C(Cl)=O)C=CC=CC=1.N12CCCN=C1CCCCC2. (6) Given the product [F:23][C:20]1[CH:19]=[CH:18][C:17]([C:4]2[C:5]([C:10]3[CH:11]=[CH:12][C:13]([F:16])=[CH:14][CH:15]=3)=[CH:6][C:7]([O:8][CH3:9])=[C:2]3[C:3]=2[C:24](=[O:26])[NH:29][CH:27]=[N:1]3)=[CH:22][CH:21]=1, predict the reactants needed to synthesize it. The reactants are: [NH2:1][C:2]1[C:7]([O:8][CH3:9])=[CH:6][C:5]([C:10]2[CH:15]=[CH:14][C:13]([F:16])=[CH:12][CH:11]=2)=[C:4]([C:17]2[CH:22]=[CH:21][C:20]([F:23])=[CH:19][CH:18]=2)[C:3]=1[C:24]([OH:26])=O.[CH:27]([NH2:29])=O. (7) Given the product [Cl:21][C:22]1[CH:23]=[C:24]2[C:28](=[CH:29][CH:30]=1)[NH:27][CH:26]=[C:25]2[CH2:31][CH2:32][NH:33][C:12]([C:9]1[N:8]=[C:7]([CH2:6][C:5]2[CH:17]=[CH:18][CH:19]=[C:3]([O:2][CH3:1])[CH:4]=2)[O:11][N:10]=1)=[O:14], predict the reactants needed to synthesize it. The reactants are: [CH3:1][O:2][C:3]1[CH:4]=[C:5]([CH:17]=[CH:18][CH:19]=1)[CH2:6][C:7]1[O:11][N:10]=[C:9]([C:12]([O:14]CC)=O)[N:8]=1.Cl.[Cl:21][C:22]1[CH:23]=[C:24]2[C:28](=[CH:29][CH:30]=1)[NH:27][CH:26]=[C:25]2[CH2:31][CH2:32][NH2:33].CN(C(ON1N=NC2C=CC=NC1=2)=[N+](C)C)C.F[P-](F)(F)(F)(F)F.C(N(CC)C(C)C)(C)C.